This data is from Forward reaction prediction with 1.9M reactions from USPTO patents (1976-2016). The task is: Predict the product of the given reaction. (1) Given the reactants Cl[C:2]1[CH:3]=[CH:4][CH:5]=[C:6]2[C:10]=1[NH:9][CH:8]=[C:7]2[C:11]1[CH:16]=[CH:15][N:14]=[C:13]([NH:17][CH:18]2[CH2:23][C:22]([CH3:25])([CH3:24])[NH:21][C:20]([CH3:27])([CH3:26])[CH2:19]2)[N:12]=1.[C:28](#[N:31])[CH:29]=[CH2:30].CCCC[N+](CCCC)(CCCC)CCCC.[F-], predict the reaction product. The product is: [CH3:24][C:22]1([CH3:25])[CH2:23][CH:18]([NH:17][C:13]2[N:12]=[C:11]([C:7]3[C:6]4[C:10](=[C:2](/[CH:30]=[CH:29]/[C:28]#[N:31])[CH:3]=[CH:4][CH:5]=4)[NH:9][CH:8]=3)[CH:16]=[CH:15][N:14]=2)[CH2:19][C:20]([CH3:27])([CH3:26])[NH:21]1. (2) Given the reactants [CH3:1][C:2]1[C:6]([C:7]2[CH:8]=[C:9]3[C:13](=[CH:14][CH:15]=2)[NH:12][C:11](=[O:16])[C:10]3([CH2:23][CH2:24][CH2:25][OH:26])[C:17]2[CH:22]=[CH:21][CH:20]=[CH:19][CH:18]=2)=[C:5]([CH3:27])[O:4][N:3]=1.CCN(C(C)C)C(C)C.[CH3:37][S:38](Cl)(=[O:40])=[O:39], predict the reaction product. The product is: [CH3:37][S:38]([O:26][CH2:25][CH2:24][CH2:23][C:10]1([C:17]2[CH:22]=[CH:21][CH:20]=[CH:19][CH:18]=2)[C:9]2[C:13](=[CH:14][CH:15]=[C:7]([C:6]3[C:2]([CH3:1])=[N:3][O:4][C:5]=3[CH3:27])[CH:8]=2)[NH:12][C:11]1=[O:16])(=[O:40])=[O:39]. (3) Given the reactants [N:1]1[CH:6]=[CH:5][CH:4]=[CH:3][C:2]=1[C:7]1[N:8]=[C:9]([NH:12][C:13](=[O:21])OC2C=CC=CC=2)[S:10][CH:11]=1.C(N(C(C)C)CC)(C)C.[C:31]1([N:37]2[CH2:41][C:40]3([CH2:46][CH2:45][NH:44][CH2:43][CH2:42]3)[O:39][C:38]2=[O:47])[CH:36]=[CH:35][CH:34]=[CH:33][CH:32]=1, predict the reaction product. The product is: [O:47]=[C:38]1[N:37]([C:31]2[CH:36]=[CH:35][CH:34]=[CH:33][CH:32]=2)[CH2:41][C:40]2([CH2:46][CH2:45][N:44]([C:13]([NH:12][C:9]3[S:10][CH:11]=[C:7]([C:2]4[CH:3]=[CH:4][CH:5]=[CH:6][N:1]=4)[N:8]=3)=[O:21])[CH2:43][CH2:42]2)[O:39]1. (4) Given the reactants C1(P(C2C=CC=CC=2)C2C=CC=CC=2)C=CC=CC=1.N(C(OC(C)C)=O)=NC(OC(C)C)=O.[OH:34][C:35]1[CH:44]=[C:43]2[C:38]([C:39]([O:45][C:46]3[CH:47]=[C:48]4[C:52](=[CH:53][CH:54]=3)[NH:51][C:50]([CH3:55])=[CH:49]4)=[N:40][CH:41]=[N:42]2)=[CH:37][C:36]=1[O:56][CH3:57].[CH3:58][N:59]([CH3:63])[CH2:60][CH2:61]O, predict the reaction product. The product is: [CH3:58][N:59]([CH2:60][CH2:61][O:34][C:35]1[CH:44]=[C:43]2[C:38]([C:39]([O:45][C:46]3[CH:47]=[C:48]4[C:52](=[CH:53][CH:54]=3)[NH:51][C:50]([CH3:55])=[CH:49]4)=[N:40][CH:41]=[N:42]2)=[CH:37][C:36]=1[O:56][CH3:57])[CH3:63]. (5) The product is: [Br:1][C:2]1[C:3]([C:8]([N:25]([O:26][CH3:27])[CH3:24])=[O:10])=[N:4][CH:5]=[CH:6][CH:7]=1. Given the reactants [Br:1][C:2]1[C:3]([C:8]([OH:10])=O)=[N:4][CH:5]=[CH:6][CH:7]=1.C(N1C=CN=C1)(N1C=CN=C1)=O.Cl.[CH3:24][NH:25][O:26][CH3:27], predict the reaction product. (6) Given the reactants ClCC([O:5][CH2:6][CH2:7][N:8]1[CH2:13][CH2:12][O:11][CH2:10][C:9]1=[O:14])=O.[OH-].[K+], predict the reaction product. The product is: [OH:5][CH2:6][CH2:7][N:8]1[CH2:13][CH2:12][O:11][CH2:10][C:9]1=[O:14]. (7) Given the reactants [NH2:1][C:2]1[CH:7]=[CH:6][CH:5]=[CH:4][CH:3]=1.C[Si](Cl)(C)C.CC1(C)[O:19][C:18](=O)[CH2:17][C:16](=[O:21])[O:15]1.C([O-])(O)=O.[Na+], predict the reaction product. The product is: [O:19]=[C:18]([NH:1][C:2]1[CH:7]=[CH:6][CH:5]=[CH:4][CH:3]=1)[CH2:17][C:16]([OH:21])=[O:15].